From a dataset of Reaction yield outcomes from USPTO patents with 853,638 reactions. Predict the reaction yield, written as a fraction of the theoretical maximum amount of product (1.0 means a 100% yield; for example, 0.34 means a 34% yield). (1) The reactants are C([O:8][C:9](=[O:59])[C@@H:10]([NH:14][C:15](=[O:58])[C@@H:16]([NH:21][C:22](=[O:57])[CH2:23][CH2:24][C@H:25]([OH:56])[C@@H:26]([NH:34][C:35](=[O:55])[C@@H:36]([NH:40][C:41](=[O:54])[C@@H:42]([NH:47][C:48](=[O:53])[CH2:49][CH:50]([CH3:52])[CH3:51])[CH2:43][CH:44]([CH3:46])[CH3:45])[CH:37]([CH3:39])[CH3:38])[CH2:27][C:28]1[CH:33]=[CH:32][CH:31]=[CH:30][CH:29]=1)[C@@H:17]([CH3:20])[CH2:18][CH3:19])[CH:11]([CH3:13])[CH3:12])C1C=CC=CC=1. The catalyst is C1COCC1.O.[Pd]. The product is [OH:56][C@H:25]([C@@H:26]([NH:34][C:35](=[O:55])[C@@H:36]([NH:40][C:41](=[O:54])[C@@H:42]([NH:47][C:48](=[O:53])[CH2:49][CH:50]([CH3:52])[CH3:51])[CH2:43][CH:44]([CH3:45])[CH3:46])[CH:37]([CH3:38])[CH3:39])[CH2:27][C:28]1[CH:33]=[CH:32][CH:31]=[CH:30][CH:29]=1)[CH2:24][CH2:23][C:22]([NH:21][C@@H:16]([C@@H:17]([CH3:20])[CH2:18][CH3:19])[C:15]([NH:14][C@@H:10]([CH:11]([CH3:13])[CH3:12])[C:9]([OH:59])=[O:8])=[O:58])=[O:57]. The yield is 0.700. (2) The reactants are [N:1]1([CH:7]2[CH2:12][CH2:11][N:10]([C:13](=[O:54])[CH:14]([NH:34][C:35]([N:37]3[CH2:42][CH2:41][CH:40]([N:43]4[CH2:52][C:51]5[C:46](=[CH:47][CH:48]=[CH:49][CH:50]=5)[NH:45][C:44]4=[O:53])[CH2:39][CH2:38]3)=[O:36])[CH2:15][C:16]3[CH:17]=[C:18]4[C:22](=[CH:23][CH:24]=3)[N:21](S(CC[Si](C)(C)C)(=O)=O)[CH:20]=[CH:19]4)[CH2:9][CH2:8]2)[CH2:6][CH2:5][CH2:4][CH2:3][CH2:2]1.[F-].[Cs+]. The catalyst is C(#N)C. The product is [N:1]1([CH:7]2[CH2:12][CH2:11][N:10]([C:13](=[O:54])[CH:14]([NH:34][C:35]([N:37]3[CH2:42][CH2:41][CH:40]([N:43]4[CH2:52][C:51]5[C:46](=[CH:47][CH:48]=[CH:49][CH:50]=5)[NH:45][C:44]4=[O:53])[CH2:39][CH2:38]3)=[O:36])[CH2:15][C:16]3[CH:17]=[C:18]4[C:22](=[CH:23][CH:24]=3)[NH:21][CH:20]=[CH:19]4)[CH2:9][CH2:8]2)[CH2:2][CH2:3][CH2:4][CH2:5][CH2:6]1. The yield is 0.700. (3) The reactants are Br[C:2]1[CH:7]=[CH:6][C:5]([O:8][C:9]([F:12])([F:11])[F:10])=[C:4]([N+:13]([O-:15])=[O:14])[CH:3]=1.Cl.[C:17]([N:25]1[CH2:30][CH2:29][NH:28][CH2:27][CH2:26]1)(=[O:24])[C:18]1[CH:23]=[CH:22][CH:21]=[CH:20][CH:19]=1.C(=O)([O-])[O-].[Cs+].[Cs+]. The catalyst is C1(C)C=CC=CC=1.CS(C)=O.C1C=CC(/C=C/C(/C=C/C2C=CC=CC=2)=O)=CC=1.C1C=CC(/C=C/C(/C=C/C2C=CC=CC=2)=O)=CC=1.C1C=CC(/C=C/C(/C=C/C2C=CC=CC=2)=O)=CC=1.[Pd].[Pd].CC1C=CC(P(C2C=CC3C(=CC=CC=3)C=2C2C3C(=CC=CC=3)C=CC=2P(C2C=CC(C)=CC=2)C2C=CC(C)=CC=2)C2C=CC(C)=CC=2)=CC=1. The product is [N+:13]([C:4]1[CH:3]=[C:2]([N:28]2[CH2:29][CH2:30][N:25]([C:17]([C:18]3[CH:19]=[CH:20][CH:21]=[CH:22][CH:23]=3)=[O:24])[CH2:26][CH2:27]2)[CH:7]=[CH:6][C:5]=1[O:8][C:9]([F:12])([F:11])[F:10])([O-:15])=[O:14]. The yield is 0.730. (4) The reactants are Br[C:2]1[C:3]([CH3:9])=[N:4][C:5]([CH3:8])=[CH:6][CH:7]=1.[Cu][C:11]#[N:12]. The catalyst is CN(C=O)C. The product is [CH3:9][C:3]1[N:4]=[C:5]([CH3:8])[CH:6]=[CH:7][C:2]=1[C:11]#[N:12]. The yield is 0.634. (5) The product is [Cl:1][C:2]1[CH:3]=[C:4]([B:9]2[O:10][CH2:14][C:13]([CH3:17])([CH3:15])[CH2:12][O:11]2)[CH:5]=[CH:6][C:7]=1[F:8]. No catalyst specified. The yield is 0.800. The reactants are [Cl:1][C:2]1[CH:3]=[C:4]([B:9]([OH:11])[OH:10])[CH:5]=[CH:6][C:7]=1[F:8].[CH3:12][C:13]([CH2:17]O)([CH2:15]O)[CH3:14]. (6) The reactants are [OH:1][C:2]1[C:3]2[C:4]3[N:15]=[CH:14][S:13][C:5]=3[NH:6][C:7](=[O:12])[C:8]=2[CH:9]=[CH:10][CH:11]=1.[Cl-:16].[CH3:17][N+:18]([CH3:20])=[CH2:19]. The catalyst is CN(C=O)C.C(#N)C. The product is [ClH:16].[CH3:17][N:18]([CH2:20][C:14]1[S:13][C:5]2[NH:6][C:7](=[O:12])[C:8]3[CH:9]=[CH:10][CH:11]=[C:2]([OH:1])[C:3]=3[C:4]=2[N:15]=1)[CH3:19]. The yield is 0.130.